From a dataset of Full USPTO retrosynthesis dataset with 1.9M reactions from patents (1976-2016). Predict the reactants needed to synthesize the given product. Given the product [C:23]([C:27]1[N:28]=[C:29]([N:36]2[CH2:40][CH2:39][C:38]([F:41])([F:42])[CH2:37]2)[C:30]2[C:31](=[N:33][N:34]([CH2:44][C:45]([C:47]3[CH:52]=[CH:51][CH:50]=[CH:49][CH:48]=3)=[O:46])[N:35]=2)[N:32]=1)([CH3:26])([CH3:24])[CH3:25], predict the reactants needed to synthesize it. The reactants are: C(C1N=C(N2CCC(F)(F)C2)C2C(=NN(CC)N=2)N=1)(C)(C)C.[C:23]([C:27]1[N:28]=[C:29]([N:36]2[CH2:40][CH2:39][C:38]([F:42])([F:41])[CH2:37]2)[C:30]2[N:35]=[N:34][NH:33][C:31]=2[N:32]=1)([CH3:26])([CH3:25])[CH3:24].Br[CH2:44][C:45]([C:47]1[CH:52]=[CH:51][CH:50]=[CH:49][CH:48]=1)=[O:46].